Dataset: Full USPTO retrosynthesis dataset with 1.9M reactions from patents (1976-2016). Task: Predict the reactants needed to synthesize the given product. (1) Given the product [F:1][C:2]1[CH:9]=[C:6]2[C:5](=[CH:4][CH:3]=1)[O:10][CH2:13][C:12]([C:11]#[N:14])=[CH:7]2, predict the reactants needed to synthesize it. The reactants are: [F:1][C:2]1[CH:3]=[CH:4][C:5]([OH:10])=[C:6]([CH:9]=1)[CH:7]=O.[C:11](#[N:14])[CH:12]=[CH2:13].C1N2CCN(CC2)C1. (2) Given the product [C:16]([N:13]1[CH2:14][CH2:15][C:11]2([CH2:10][C:9](=[O:23])[C:8]3[C:20](=[CH:21][CH:22]=[C:6](/[CH:5]=[CH:4]/[C:3]([OH:24])=[O:2])[CH:7]=3)[O:19]2)[CH2:12]1)(=[O:18])[CH3:17], predict the reactants needed to synthesize it. The reactants are: C[O:2][C:3](=[O:24])/[CH:4]=[CH:5]/[C:6]1[CH:7]=[C:8]2[C:20](=[CH:21][CH:22]=1)[O:19][C:11]1([CH2:15][CH2:14][N:13]([C:16](=[O:18])[CH3:17])[CH2:12]1)[CH2:10][C:9]2=[O:23].Cl. (3) Given the product [NH2:1][C:2]1[N:10]=[C:9]2[C:5]([N:6]=[CH:7][N:8]2[C@@H:11]2[O:17][C@H:16]([CH2:18][OH:19])[C@@H:14]([OH:15])[C@H:12]2[O:13][CH2:11][CH2:12][CH2:14][CH2:16][N:29]2[CH:30]=[CH:31][N:32]=[CH:28]2)=[C:4]([NH2:20])[N:3]=1, predict the reactants needed to synthesize it. The reactants are: [NH2:1][C:2]1[N:10]=[C:9]2[C:5]([N:6]=[CH:7][N:8]2[C@@H:11]2[O:17][C@H:16]([CH2:18][OH:19])[C@@H:14]([OH:15])[C@H:12]2[OH:13])=[C:4]([NH2:20])[N:3]=1.[H-].[Na+].BrCCCC[C:28]1[NH:29][CH:30]=[CH:31][N:32]=1. (4) Given the product [C:24]([C:23]1[CH:26]=[C:19]([CH3:18])[CH:20]=[CH:21][C:22]=1[C:2]1[CH:11]=[C:10]([CH:12]([OH:17])[C:13]([F:16])([F:15])[F:14])[CH:9]=[C:4]([C:5]([O:7][CH3:8])=[O:6])[CH:3]=1)#[N:25], predict the reactants needed to synthesize it. The reactants are: Br[C:2]1[CH:3]=[C:4]([CH:9]=[C:10]([CH:12]([OH:17])[C:13]([F:16])([F:15])[F:14])[CH:11]=1)[C:5]([O:7][CH3:8])=[O:6].[CH3:18][C:19]1[CH:20]=[CH:21][C:22](B2OC(C)(C)C(C)(C)O2)=[C:23]([CH:26]=1)[C:24]#[N:25]. (5) Given the product [F:15][C:16]1[CH:17]=[C:18]2[C:22](=[CH:23][C:24]=1[F:25])[NH:21][CH:20]=[C:19]2[CH2:26][CH2:27][N:31]([CH2:32][CH3:33])[CH2:29][CH3:30], predict the reactants needed to synthesize it. The reactants are: C(O[BH-](OC(=O)C)OC(=O)C)(=O)C.[Na+].[F:15][C:16]1[CH:17]=[C:18]2[C:22](=[CH:23][C:24]=1[F:25])[NH:21][CH:20]=[C:19]2[CH2:26][CH:27]=O.[CH2:29]([NH:31][CH2:32][CH3:33])[CH3:30]. (6) Given the product [Br:1][C:2]1[CH:3]=[CH:4][C:5]([CH:8]2[O:13][CH2:12][CH2:11][N:10]([C:23]([O:25][C:26]([CH3:29])([CH3:28])[CH3:27])=[O:24])[CH2:9]2)=[CH:6][CH:7]=1, predict the reactants needed to synthesize it. The reactants are: [Br:1][C:2]1[CH:7]=[CH:6][C:5]([CH:8]2[O:13][CH2:12][CH2:11][NH:10][CH2:9]2)=[CH:4][CH:3]=1.C(N(CC)C(C)C)(C)C.[C:23](O[C:23]([O:25][C:26]([CH3:29])([CH3:28])[CH3:27])=[O:24])([O:25][C:26]([CH3:29])([CH3:28])[CH3:27])=[O:24]. (7) Given the product [Cl:25][C:22]1[CH:21]=[CH:20][C:19]([CH:12]([CH2:13][CH:14]2[CH2:15][CH2:16][CH2:17][CH2:18]2)[C:11]([NH:10][C:7]2[S:8][C:9]([CH2:34][OH:33])=[CH:5][N:6]=2)=[O:26])=[CH:24][CH:23]=1, predict the reactants needed to synthesize it. The reactants are: COC([C:5]1[N:6]=[C:7]([NH:10][C:11](=[O:26])[CH:12]([C:19]2[CH:24]=[CH:23][C:22]([Cl:25])=[CH:21][CH:20]=2)[CH2:13][CH:14]2[CH2:18][CH2:17][CH2:16][CH2:15]2)[S:8][CH:9]=1)=O.[H-].[Al+3].[Li+].[H-].[H-].[H-].[O:33]1CCC[CH2:34]1. (8) Given the product [Cl:1][CH:9]([C:8](=[O:13])[CH:7]([CH3:14])[CH3:6])[C:10](=[O:12])[CH3:11], predict the reactants needed to synthesize it. The reactants are: [Cl:1][Si](C)(C)C.[CH3:6][CH:7]([CH3:14])[C:8](=[O:13])[CH2:9][C:10](=[O:12])[CH3:11].CS(C)=O. (9) Given the product [CH3:1][N:2]1[C:6]([CH:19]=[O:20])=[CH:5][N:4]=[C:3]1[Si:7]([CH2:10][CH3:11])([CH2:12][CH3:13])[CH2:8][CH3:9], predict the reactants needed to synthesize it. The reactants are: [CH3:1][N:2]1[CH:6]=[CH:5][N:4]=[C:3]1[Si:7]([CH2:12][CH3:13])([CH2:10][CH3:11])[CH2:8][CH3:9].C([Li])(C)(C)C.[CH:19](N1CCOCC1)=[O:20].C([O-])(O)=O.[Na+].